From a dataset of Reaction yield outcomes from USPTO patents with 853,638 reactions. Predict the reaction yield, written as a fraction of the theoretical maximum amount of product (1.0 means a 100% yield; for example, 0.34 means a 34% yield). (1) The reactants are [C:1]([O:5][C:6]([N:8]1[CH2:13][CH2:12][CH:11]([C:14]2[NH:18][C:17]3[CH:19]=[CH:20][CH:21]=[CH:22][C:16]=3[N:15]=2)[CH2:10][CH2:9]1)=[O:7])([CH3:4])([CH3:3])[CH3:2].[OH-].[K+].CS(O[CH:30]([O:32][CH2:33][CH3:34])[CH3:31])(=O)=O. The catalyst is C1(C)C=CC=CC=1. The product is [C:1]([O:5][C:6]([N:8]1[CH2:13][CH2:12][CH:11]([C:14]2[N:15]([CH2:31][CH2:30][O:32][CH2:33][CH3:34])[C:16]3[CH:22]=[CH:21][CH:20]=[CH:19][C:17]=3[N:18]=2)[CH2:10][CH2:9]1)=[O:7])([CH3:4])([CH3:2])[CH3:3]. The yield is 0.910. (2) The reactants are [F:1][C:2]1[CH:7]=[CH:6][CH:5]=[CH:4][C:3]=1[C:8]1[N:12]([S:13]([C:16]2[CH:21]=[CH:20][CH:19]=[C:18]([S:22]([CH3:25])(=[O:24])=[O:23])[CH:17]=2)(=[O:15])=[O:14])[CH:11]=[C:10]([CH:26]=O)[CH:9]=1.CO.[CH3:30][NH2:31].[BH4-].[Na+].[ClH:34].C(=O)([O-])O.[Na+]. The catalyst is CO. The product is [ClH:34].[F:1][C:2]1[CH:7]=[CH:6][CH:5]=[CH:4][C:3]=1[C:8]1[N:12]([S:13]([C:16]2[CH:21]=[CH:20][CH:19]=[C:18]([S:22]([CH3:25])(=[O:24])=[O:23])[CH:17]=2)(=[O:15])=[O:14])[CH:11]=[C:10]([CH2:26][NH:31][CH3:30])[CH:9]=1. The yield is 0.650. (3) The reactants are C(OC(=O)[O:5][C:6]1[C:17]2[C:16](=[O:18])[N:15]([CH2:19][C:20]3[CH:25]=[CH:24][C:23]([F:26])=[CH:22][CH:21]=3)[C:14](=[O:27])[C:13]=2[C:12]([O:28][CH:29]([C:36]2[CH:41]=[CH:40][CH:39]=[CH:38][CH:37]=2)[C:30]2[CH:35]=[CH:34][CH:33]=[CH:32][CH:31]=2)=[C:11]2[C:7]=1[N:8]([CH2:42][C:43]1[CH:48]=[CH:47][CH:46]=[CH:45][CH:44]=1)[CH:9]=[N:10]2)C.C([O-])([O-])=O.[K+].[K+]. The catalyst is C1COCC1.CN(C1C=CN=CC=1)C.O. The product is [CH:29]([O:28][C:12]1[C:13]2[C:14](=[O:27])[N:15]([CH2:19][C:20]3[CH:21]=[CH:22][C:23]([F:26])=[CH:24][CH:25]=3)[C:16](=[O:18])[C:17]=2[C:6]([OH:5])=[C:7]2[C:11]=1[N:10]=[CH:9][N:8]2[CH2:42][C:43]1[CH:48]=[CH:47][CH:46]=[CH:45][CH:44]=1)([C:36]1[CH:37]=[CH:38][CH:39]=[CH:40][CH:41]=1)[C:30]1[CH:35]=[CH:34][CH:33]=[CH:32][CH:31]=1. The yield is 0.940. (4) The product is [C:1]([C:3]1[CH:8]=[CH:7][C:6]([S:9]([N:21]([CH2:20][C:19]2[CH:18]=[CH:17][C:16]([O:15][CH2:13][CH3:14])=[CH:29][CH:28]=2)[CH2:22][C:23]2[O:24][CH:25]=[CH:26][CH:27]=2)(=[O:11])=[O:10])=[CH:5][CH:4]=1)#[N:2]. The yield is 0.680. The reactants are [C:1]([C:3]1[CH:8]=[CH:7][C:6]([S:9](Cl)(=[O:11])=[O:10])=[CH:5][CH:4]=1)#[N:2].[CH2:13]([O:15][C:16]1[CH:29]=[CH:28][C:19]([CH2:20][NH:21][CH2:22][C:23]2[O:24][CH:25]=[CH:26][CH:27]=2)=[CH:18][CH:17]=1)[CH3:14].C(N(CC)CC)C. The catalyst is C(Cl)Cl.O. (5) The reactants are [NH2:1][C:2]1[C:7]([C:8]2[CH:13]=[CH:12][C:11]([N:14]3[CH2:19][CH2:18][N:17](C(OC(C)(C)C)=O)[CH2:16][CH2:15]3)=[CH:10][CH:9]=2)=[C:6]([NH:27][C@H:28]([C:30]2[N:35]([C:36]3[CH:41]=[CH:40][CH:39]=[CH:38][CH:37]=3)[C:34](=[O:42])[C:33]3=[C:43]([CH3:46])[CH:44]=[CH:45][N:32]3[N:31]=2)[CH3:29])[N:5]=[CH:4][N:3]=1.Cl. The catalyst is O1CCOCC1. The product is [NH2:1][C:2]1[N:3]=[CH:4][N:5]=[C:6]([NH:27][C@H:28]([C:30]2[N:35]([C:36]3[CH:41]=[CH:40][CH:39]=[CH:38][CH:37]=3)[C:34](=[O:42])[C:33]3=[C:43]([CH3:46])[CH:44]=[CH:45][N:32]3[N:31]=2)[CH3:29])[C:7]=1[C:8]1[CH:13]=[CH:12][C:11]([N:14]2[CH2:15][CH2:16][NH:17][CH2:18][CH2:19]2)=[CH:10][CH:9]=1. The yield is 0.190. (6) The reactants are C(O[C:6]([N:8]1[CH2:13][CH2:12][N:11](C2C(=O)N(CC(C)C)N=C(C3C=CC(C)=C(F)C=3)C=2C)[CH2:10][CH2:9]1)=O)(C)(C)C.[F:34][C:35]1[CH:40]=[C:39]([F:41])[CH:38]=[CH:37][C:36]=1[C:42]1[CH:43]=[C:44]([CH2:53]OS(C)(=O)=O)[C:45](=[O:52])[N:46]([CH2:48][CH:49]([CH3:51])[CH3:50])[N:47]=1.CN1CCNCC1. No catalyst specified. The product is [F:34][C:35]1[CH:40]=[C:39]([F:41])[CH:38]=[CH:37][C:36]=1[C:42]1[CH:43]=[C:44]([CH2:53][N:11]2[CH2:12][CH2:13][N:8]([CH3:6])[CH2:9][CH2:10]2)[C:45](=[O:52])[N:46]([CH2:48][CH:49]([CH3:51])[CH3:50])[N:47]=1. The yield is 0.940.